The task is: Predict the product of the given reaction.. This data is from Forward reaction prediction with 1.9M reactions from USPTO patents (1976-2016). (1) Given the reactants [O:1]1[CH2:6][CH2:5][CH2:4][CH2:3][CH:2]1[O:7][C@@H:8]1[CH2:16][C@@H:11]2[O:12][C:13](=[O:15])[CH2:14][C@@H:10]2[C@H:9]1/[CH:17]=[CH:18]/[C@@H:19]([O:32][CH:33]1[CH2:38][CH2:37][CH2:36][CH2:35][O:34]1)[CH2:20][O:21][C:22]1[CH:27]=[CH:26][CH:25]=[C:24]([C:28]([F:31])([F:30])[F:29])[CH:23]=1.CC(C[AlH]CC(C)C)C, predict the reaction product. The product is: [O:1]1[CH2:6][CH2:5][CH2:4][CH2:3][CH:2]1[O:7][C@@H:8]1[CH2:16][C@@H:11]2[O:12][CH:13]([OH:15])[CH2:14][C@@H:10]2[C@H:9]1/[CH:17]=[CH:18]/[C@@H:19]([O:32][CH:33]1[CH2:38][CH2:37][CH2:36][CH2:35][O:34]1)[CH2:20][O:21][C:22]1[CH:27]=[CH:26][CH:25]=[C:24]([C:28]([F:29])([F:30])[F:31])[CH:23]=1. (2) Given the reactants [N:1]1[CH:6]=[CH:5][CH:4]=[C:3]([CH:7]=[O:8])[CH:2]=1.[CH3:9][Mg]Br, predict the reaction product. The product is: [N:1]1[CH:6]=[CH:5][CH:4]=[C:3]([CH:7]([OH:8])[CH3:9])[CH:2]=1. (3) Given the reactants [OH-].[K+].[F:3][C:4]1[CH:5]=[CH:6][C:7]2[N:8]([N:10]=[C:11]([C:24]3[CH:29]=[CH:28][CH:27]=[CH:26][CH:25]=3)[C:12]=2[CH2:13][C:14]2[N:19]=[C:18]([C:20]([O:22]C)=[O:21])[CH:17]=[CH:16][CH:15]=2)[CH:9]=1.Cl, predict the reaction product. The product is: [F:3][C:4]1[CH:5]=[CH:6][C:7]2[N:8]([N:10]=[C:11]([C:24]3[CH:25]=[CH:26][CH:27]=[CH:28][CH:29]=3)[C:12]=2[CH2:13][C:14]2[N:19]=[C:18]([C:20]([OH:22])=[O:21])[CH:17]=[CH:16][CH:15]=2)[CH:9]=1. (4) The product is: [F:20][C:21]1[CH:29]=[CH:28][C:24]([C:25]([NH:2][CH:3]([C:4]([O:6][CH2:7][CH3:8])=[O:5])[C:9]([O:11][CH2:12][CH3:13])=[O:10])=[O:26])=[CH:23][CH:22]=1. Given the reactants Cl.[NH2:2][CH:3]([C:9]([O:11][CH2:12][CH3:13])=[O:10])[C:4]([O:6][CH2:7][CH3:8])=[O:5].N1C=CC=CC=1.[F:20][C:21]1[CH:29]=[CH:28][C:24]([C:25](Cl)=[O:26])=[CH:23][CH:22]=1, predict the reaction product. (5) Given the reactants [C:1]1([CH2:7][O:8][C:9]2[CH:10]=[C:11]([CH:15]=[C:16]([O:18][CH:19]3[CH2:24][CH2:23][O:22][CH2:21][CH2:20]3)[CH:17]=2)[C:12](O)=[O:13])[CH:6]=[CH:5][CH:4]=[CH:3][CH:2]=1.[NH2:25][C:26]1[CH:31]=[N:30][C:29]([CH3:32])=[CH:28][N:27]=1.CN(C(ON1N=NC2C=CC=NC1=2)=[N+](C)C)C.F[P-](F)(F)(F)(F)F.CCN(C(C)C)C(C)C, predict the reaction product. The product is: [CH3:32][C:29]1[N:30]=[CH:31][C:26]([NH:25][C:12](=[O:13])[C:11]2[CH:15]=[C:16]([O:18][CH:19]3[CH2:24][CH2:23][O:22][CH2:21][CH2:20]3)[CH:17]=[C:9]([O:8][CH2:7][C:1]3[CH:2]=[CH:3][CH:4]=[CH:5][CH:6]=3)[CH:10]=2)=[N:27][CH:28]=1. (6) Given the reactants [Cl:1][C:2]1[CH:3]=[CH:4][C:5]2[O:9][C:8]([CH2:10][O:11][N:12]3C(=O)C4C(=CC=CC=4)C3=O)=[N:7][C:6]=2[CH:23]=1.O.NN, predict the reaction product. The product is: [Cl:1][C:2]1[CH:3]=[CH:4][C:5]2[O:9][C:8]([CH2:10][O:11][NH2:12])=[N:7][C:6]=2[CH:23]=1. (7) Given the reactants [Cl:1][C:2]1[CH:15]=[CH:14][C:5]([CH2:6][N:7]2[CH2:12][CH2:11][CH:10]([NH2:13])[CH2:9][CH2:8]2)=[CH:4][C:3]=1[O:16][CH2:17][CH3:18].[CH3:19][C:20]1[CH:28]=[CH:27][C:23]([C:24](O)=[O:25])=[CH:22][N:21]=1, predict the reaction product. The product is: [Cl:1][C:2]1[CH:15]=[CH:14][C:5]([CH2:6][N:7]2[CH2:12][CH2:11][CH:10]([NH:13][C:24](=[O:25])[C:23]3[CH:27]=[CH:28][C:20]([CH3:19])=[N:21][CH:22]=3)[CH2:9][CH2:8]2)=[CH:4][C:3]=1[O:16][CH2:17][CH3:18].